From a dataset of Reaction yield outcomes from USPTO patents with 853,638 reactions. Predict the reaction yield, written as a fraction of the theoretical maximum amount of product (1.0 means a 100% yield; for example, 0.34 means a 34% yield). (1) The reactants are COC[O:4][C:5]1[CH:10]=[C:9]([CH3:11])[C:8]([C:12]2[C:17]([CH2:18][O:19][C:20]3[CH:25]=[CH:24][CH:23]=[CH:22][CH:21]=3)=[CH:16][CH:15]=[C:14]([C:26]([O:28][CH3:29])=[O:27])[CH:13]=2)=[C:7]([CH3:30])[CH:6]=1.CO.Cl.CO. The catalyst is C(COC)OC. The product is [OH:4][C:5]1[CH:6]=[C:7]([CH3:30])[C:8]([C:12]2[C:17]([CH2:18][O:19][C:20]3[CH:25]=[CH:24][CH:23]=[CH:22][CH:21]=3)=[CH:16][CH:15]=[C:14]([C:26]([O:28][CH3:29])=[O:27])[CH:13]=2)=[C:9]([CH3:11])[CH:10]=1. The yield is 0.930. (2) The yield is 1.00. The product is [C:14]([O:17][C:18]([N:9]1[C:10]2[C:6](=[CH:5][C:4]([NH2:1])=[CH:12][CH:11]=2)[CH2:7][CH2:8]1)=[O:19])([CH3:16])([CH3:15])[CH3:13]. The reactants are [N+:1]([C:4]1[CH:5]=[C:6]2[C:10](=[CH:11][CH:12]=1)[NH:9][CH2:8][CH2:7]2)([O-])=O.[CH3:13][C:14]([O:17][C:18](O[C:18]([O:17][C:14]([CH3:16])([CH3:15])[CH3:13])=[O:19])=[O:19])([CH3:16])[CH3:15].CCN(CC)CC.CCOC(C)=O. The catalyst is C(Cl)Cl.CN(C1C=CN=CC=1)C.[Pd].CO.